This data is from Catalyst prediction with 721,799 reactions and 888 catalyst types from USPTO. The task is: Predict which catalyst facilitates the given reaction. Reactant: [F:1][C:2]1[CH:7]=[CH:6][C:5]([CH2:8][C:9]2[CH:18]=[C:17]3[C:12]([C:13]([OH:31])=[C:14]([C:24]([NH:26][CH2:27][CH2:28][O:29][CH3:30])=[O:25])[C:15](=[O:23])[N:16]3[CH2:19][C:20](O)=[O:21])=[N:11][CH:10]=2)=[CH:4][CH:3]=1.C(O)(=O)C(O)=O.[NH2:38][CH2:39][CH2:40][P:41](=[O:48])([O:45][CH2:46][CH3:47])[O:42][CH2:43][CH3:44].CN(C(ON1N=NC2C=CC=NC1=2)=[N+](C)C)C.F[P-](F)(F)(F)(F)F.NCCP(=O)(OCC)OCC. Product: [CH2:46]([O:45][P:41]([CH2:40][CH2:39][NH:38][C:20](=[O:21])[CH2:19][N:16]1[C:17]2[C:12](=[N:11][CH:10]=[C:9]([CH2:8][C:5]3[CH:6]=[CH:7][C:2]([F:1])=[CH:3][CH:4]=3)[CH:18]=2)[C:13]([OH:31])=[C:14]([C:24]([NH:26][CH2:27][CH2:28][O:29][CH3:30])=[O:25])[C:15]1=[O:23])(=[O:48])[O:42][CH2:43][CH3:44])[CH3:47]. The catalyst class is: 851.